Dataset: Peptide-MHC class II binding affinity with 134,281 pairs from IEDB. Task: Regression. Given a peptide amino acid sequence and an MHC pseudo amino acid sequence, predict their binding affinity value. This is MHC class II binding data. (1) The peptide sequence is LETLLLLTLLATVTG. The MHC is DRB1_0101 with pseudo-sequence DRB1_0101. The binding affinity (normalized) is 0.301. (2) The peptide sequence is YDKFLANVSAVLTGK. The MHC is DRB1_1001 with pseudo-sequence DRB1_1001. The binding affinity (normalized) is 0.714. (3) The peptide sequence is KYKTFEAAFTVSSKR. The MHC is HLA-DQA10201-DQB10202 with pseudo-sequence HLA-DQA10201-DQB10202. The binding affinity (normalized) is 0.248.